From a dataset of Full USPTO retrosynthesis dataset with 1.9M reactions from patents (1976-2016). Predict the reactants needed to synthesize the given product. (1) The reactants are: [Cl:1][C:2]1[CH:3]=[C:4](I)[C:5]([CH3:16])=[C:6]([NH:8][C:9](=[O:15])[O:10][C:11]([CH3:14])([CH3:13])[CH3:12])[CH:7]=1.[CH3:18][C:19]([OH:23])([C:21]#[CH:22])[CH3:20]. Given the product [Cl:1][C:2]1[CH:3]=[C:4]([C:22]#[C:21][C:19]([OH:23])([CH3:20])[CH3:18])[C:5]([CH3:16])=[C:6]([NH:8][C:9](=[O:15])[O:10][C:11]([CH3:14])([CH3:13])[CH3:12])[CH:7]=1, predict the reactants needed to synthesize it. (2) Given the product [C:17](=[O:18])([O:1][CH2:2][C:3]([NH:5][CH3:6])=[O:4])[O:19][C:20]1[CH:21]=[CH:22][C:23]([N+:26]([O-:28])=[O:27])=[CH:24][CH:25]=1, predict the reactants needed to synthesize it. The reactants are: [OH:1][CH2:2][C:3]([NH:5][CH3:6])=[O:4].C(N(C(C)C)CC)(C)C.Cl[C:17]([O:19][C:20]1[CH:25]=[CH:24][C:23]([N+:26]([O-:28])=[O:27])=[CH:22][CH:21]=1)=[O:18].